This data is from Reaction yield outcomes from USPTO patents with 853,638 reactions. The task is: Predict the reaction yield, written as a fraction of the theoretical maximum amount of product (1.0 means a 100% yield; for example, 0.34 means a 34% yield). (1) The product is [CH3:13][O:11][C:10]([C@@H:3]1[CH2:4][CH2:5][CH2:6][CH2:7][CH2:8][CH2:9][C@@H:2]1[NH2:1])=[O:12]. The catalyst is CO.C(OCC)C. The yield is 0.940. The reactants are [NH2:1][C@H:2]1[CH2:9][CH2:8][CH2:7][CH2:6][CH2:5][CH2:4][C@H:3]1[C:10]([OH:12])=[O:11].[CH:13]1C=CC=CC=1.C[Si](C=[N+]=[N-])(C)C. (2) The reactants are [Cl:1][C:2]1[CH:7]=[C:6](I)[C:5]([Cl:9])=[CH:4][N:3]=1.[NH2:10][C:11]1[CH:19]=[CH:18][CH:17]=[CH:16][C:12]=1[C:13]([OH:15])=[O:14].C1(P(C2C=CC=CC=2)C2C=CC=CC=2OC2C=CC=CC=2P(C2C=CC=CC=2)C2C=CC=CC=2)C=CC=CC=1.[O-]P([O-])([O-])=O.[K+].[K+].[K+]. The catalyst is C([O-])(=O)C.[Pd+2].C([O-])(=O)C. The product is [Cl:1][C:2]1[CH:7]=[C:6]([NH:10][C:11]2[CH:19]=[CH:18][CH:17]=[CH:16][C:12]=2[C:13]([OH:15])=[O:14])[C:5]([Cl:9])=[CH:4][N:3]=1. The yield is 0.602. (3) The product is [CH3:1][C:2]1[CH:3]=[N:4][C:5]([CH2:11][S+:12]([O-:24])[C:13]2[NH:14][C:15]3[CH:16]=[CH:17][C:18]([O:22][CH3:23])=[CH:19][C:20]=3[N:21]=2)=[C:6]([CH3:10])[C:7]=1[O:8][CH3:9].[Zn:27]. The yield is 0.910. The reactants are [CH3:1][C:2]1[CH:3]=[N:4][C:5]([CH2:11][S+:12]([O-:24])[C:13]2[NH:14][C:15]3[CH:16]=[CH:17][C:18]([O:22][CH3:23])=[CH:19][C:20]=3[N:21]=2)=[C:6]([CH3:10])[C:7]=1[O:8][CH3:9].C([Zn:27]CC)C. The catalyst is O1CCCC1. (4) The reactants are [F:1][C:2]1[CH:3]=[CH:4][CH:5]=[C:6]2[C:11]=1[NH:10][C:9](=[O:12])[C:8]([CH:13]1[CH2:18][CH2:17][N:16]([C:19]([O:21][C@H:22]([CH2:37][C:38]3[CH:46]=[C:45]([CH3:47])[C:44]4[C:40](=[CH:41][N:42](COCC[Si](C)(C)C)[N:43]=4)[CH:39]=3)[C:23](=[O:36])[N:24]3[CH2:29][CH2:28][CH:27]([N:30]4[CH2:35][CH2:34][CH2:33][CH2:32][CH2:31]4)[CH2:26][CH2:25]3)=[O:20])[CH2:15][CH2:14]1)=[CH:7]2.Cl. The catalyst is C(OCC)(=O)C. The product is [F:1][C:2]1[CH:3]=[CH:4][CH:5]=[C:6]2[C:11]=1[NH:10][C:9](=[O:12])[C:8]([CH:13]1[CH2:14][CH2:15][N:16]([C:19]([O:21][C@H:22]([CH2:37][C:38]3[CH:39]=[C:40]4[C:44](=[C:45]([CH3:47])[CH:46]=3)[NH:43][N:42]=[CH:41]4)[C:23](=[O:36])[N:24]3[CH2:25][CH2:26][CH:27]([N:30]4[CH2:35][CH2:34][CH2:33][CH2:32][CH2:31]4)[CH2:28][CH2:29]3)=[O:20])[CH2:17][CH2:18]1)=[CH:7]2. The yield is 0.590. (5) The reactants are N(C(OCC)=O)=NC(OCC)=O.[OH:13][C@H:14]1[CH2:18][N:17]([C:19]([O:21][C:22]([CH3:25])([CH3:24])[CH3:23])=[O:20])[C@@H:16]([C:26](=[O:41])[NH:27][C:28]2[CH:33]=[CH:32][C:31]([N:34]3[CH2:39][CH2:38][O:37][CH2:36][C:35]3=[O:40])=[CH:30][CH:29]=2)[CH2:15]1.[N+:42]([C:45]1[CH:53]=[CH:52][C:48]([C:49](O)=[O:50])=[CH:47][CH:46]=1)([O-:44])=[O:43].C1(P(C2C=CC=CC=2)C2C=CC=CC=2)C=CC=CC=1. The yield is 0.888. The product is [C:22]([O:21][C:19]([N:17]1[CH2:18][C@@H:14]([O:13][C:49](=[O:50])[C:48]2[CH:47]=[CH:46][C:45]([N+:42]([O-:44])=[O:43])=[CH:53][CH:52]=2)[CH2:15][C@@H:16]1[C:26](=[O:41])[NH:27][C:28]1[CH:33]=[CH:32][C:31]([N:34]2[CH2:39][CH2:38][O:37][CH2:36][C:35]2=[O:40])=[CH:30][CH:29]=1)=[O:20])([CH3:25])([CH3:24])[CH3:23]. The catalyst is O1CCCC1. (6) The reactants are [C:1]([C:3]1[C:7]([CH3:8])=[C:6]([CH3:9])[S:5][C:4]=1[NH:10][C:11]([NH:13]C(=O)C1C=CC=CC=1)=[S:12])#[N:2].[OH-].[Na+].[CH3:24]I. The catalyst is C(O)C. The product is [CH3:8][C:7]1[C:3]2[C:1]([NH2:2])=[N:13][C:11]([S:12][CH3:24])=[N:10][C:4]=2[S:5][C:6]=1[CH3:9]. The yield is 0.890.